This data is from Full USPTO retrosynthesis dataset with 1.9M reactions from patents (1976-2016). The task is: Predict the reactants needed to synthesize the given product. (1) Given the product [C:47]1([B-:34]([C:28]2[CH:29]=[CH:30][CH:31]=[CH:32][CH:33]=2)([C:35]2[CH:36]=[CH:37][CH:38]=[CH:39][CH:40]=2)[C:41]2[CH:46]=[CH:45][CH:44]=[CH:43][CH:42]=2)[CH:48]=[CH:49][CH:50]=[CH:51][CH:52]=1.[CH3:27][N+:3]([CH3:2])([CH2:11][CH2:12][O:13][C:14](=[O:26])[CH2:15][CH2:16][CH2:17][CH2:18][CH2:19][CH2:20][CH2:21][CH2:22][CH2:23][CH2:24][CH3:25])[CH2:4][C:5]1[CH:10]=[CH:9][CH:8]=[CH:7][CH:6]=1, predict the reactants needed to synthesize it. The reactants are: [Cl-].[CH3:2][N+:3]([CH3:27])([CH2:11][CH2:12][O:13][C:14](=[O:26])[CH2:15][CH2:16][CH2:17][CH2:18][CH2:19][CH2:20][CH2:21][CH2:22][CH2:23][CH2:24][CH3:25])[CH2:4][C:5]1[CH:10]=[CH:9][CH:8]=[CH:7][CH:6]=1.[C:28]1([B-:34]([C:47]2[CH:52]=[CH:51][CH:50]=[CH:49][CH:48]=2)([C:41]2[CH:46]=[CH:45][CH:44]=[CH:43][CH:42]=2)[C:35]2[CH:40]=[CH:39][CH:38]=[CH:37][CH:36]=2)[CH:33]=[CH:32][CH:31]=[CH:30][CH:29]=1.[Na+]. (2) Given the product [CH:1]1([CH2:4][C:5]([N:41]2[CH2:42][CH2:43][N:38]([C:37]3[C:9]([F:8])=[CH:10][C:11]4[N:15]=[C:14]([CH2:16][O:17][C:18]5[CH:23]=[CH:22][CH:21]=[CH:20][CH:19]=5)[N:13]([CH2:24][C:25]5[CH:26]=[CH:27][C:28]([O:31][C:32]([F:35])([F:34])[F:33])=[CH:29][CH:30]=5)[C:12]=4[CH:36]=3)[CH2:39][CH2:40]2)=[O:7])[CH2:2][CH2:3]1, predict the reactants needed to synthesize it. The reactants are: [CH:1]1([CH2:4][C:5]([OH:7])=O)[CH2:3][CH2:2]1.[F:8][C:9]1[C:37]([N:38]2[CH2:43][CH2:42][NH:41][CH2:40][CH2:39]2)=[CH:36][C:12]2[N:13]([CH2:24][C:25]3[CH:30]=[CH:29][C:28]([O:31][C:32]([F:35])([F:34])[F:33])=[CH:27][CH:26]=3)[C:14]([CH2:16][O:17][C:18]3[CH:23]=[CH:22][CH:21]=[CH:20][CH:19]=3)=[N:15][C:11]=2[CH:10]=1. (3) Given the product [Si:22]([O:29][C@@H:30]([CH3:60])[C@@H:31]([NH:46][C:47]1[CH:52]=[CH:51][C:50]([C:53]#[N:54])=[C:49]([C:55]([F:58])([F:56])[F:57])[C:48]=1[CH3:59])[C:32]1[O:33][C:36]([C:37]2[CH:42]=[CH:41][C:40]([C:43]#[N:44])=[CH:39][CH:38]=2)=[N:35][N:34]=1)([C:25]([CH3:26])([CH3:28])[CH3:27])([CH3:23])[CH3:24], predict the reactants needed to synthesize it. The reactants are: C1(P(C2C=CC=CC=2)C2C=CC=CC=2)C=CC=CC=1.II.[Si:22]([O:29][C@@H:30]([CH3:60])[C@@H:31]([NH:46][C:47]1[CH:52]=[CH:51][C:50]([C:53]#[N:54])=[C:49]([C:55]([F:58])([F:57])[F:56])[C:48]=1[CH3:59])[C:32]([NH:34][NH:35][C:36](=O)[C:37]1[CH:42]=[CH:41][C:40]([C:43]#[N:44])=[CH:39][CH:38]=1)=[O:33])([C:25]([CH3:28])([CH3:27])[CH3:26])([CH3:24])[CH3:23]. (4) Given the product [C:1]([O:5][C:6]([C:8]1([C:11]2[CH:16]=[CH:15][C:14]([NH:19][C:18]([O:20][C:21]([CH3:24])([CH3:23])[CH3:22])=[O:25])=[CH:13][CH:12]=2)[CH2:10][CH2:9]1)=[O:7])([CH3:4])([CH3:3])[CH3:2], predict the reactants needed to synthesize it. The reactants are: [C:1]([O:5][C:6]([C:8]1([C:11]2[CH:16]=[CH:15][C:14](Br)=[CH:13][CH:12]=2)[CH2:10][CH2:9]1)=[O:7])([CH3:4])([CH3:3])[CH3:2].[C:18](=[O:25])([O:20][C:21]([CH3:24])([CH3:23])[CH3:22])[NH2:19].[Na].C(P(C(C)(C)C)C(C)(C)C)(C)(C)C.C1(C)C=CC=CC=1. (5) Given the product [Br:8][C:5]1[CH:6]=[CH:7][C:2]([C:21]2([NH:20][S:18]([C:15]([CH3:17])([CH3:16])[CH3:14])=[O:19])[CH2:24][O:23][CH2:22]2)=[N:3][CH:4]=1, predict the reactants needed to synthesize it. The reactants are: Br[C:2]1[CH:7]=[CH:6][C:5]([Br:8])=[CH:4][N:3]=1.C([Li])CCC.[CH3:14][C:15]([S:18]([N:20]=[C:21]1[CH2:24][O:23][CH2:22]1)=[O:19])([CH3:17])[CH3:16]. (6) Given the product [F:35][C:32]1[CH:33]=[CH:34][C:29]([C:15]2[CH:19]=[N:18][NH:17][CH:16]=2)=[N:30][CH:31]=1, predict the reactants needed to synthesize it. The reactants are: C([O-])([O-])=O.[Na+].[Na+].CC1(C)C(C)(C)OB([C:15]2[CH:16]=[N:17][N:18](C(OC(C)(C)C)=O)[CH:19]=2)O1.Br[C:29]1[CH:34]=[CH:33][C:32]([F:35])=[CH:31][N:30]=1. (7) Given the product [C:14]([Si:11]([CH3:13])([CH3:12])[O:5][C@H:1]1[CH2:10][CH2:9][C@H:3]([OH:4])[CH2:2]1)([CH3:17])([CH3:16])[CH3:15], predict the reactants needed to synthesize it. The reactants are: [CH:1]1([OH:5])[CH:3]([OH:4])[CH2:2]1.N1[CH:10]=[CH:9]N=C1.[Si:11](Cl)([C:14]([CH3:17])([CH3:16])[CH3:15])([CH3:13])[CH3:12]. (8) Given the product [N:20]1([C:18]2[CH:17]=[CH:16][N:15]=[C:14]([NH:13][C:11]3[S:12][C:8]([C:4]4[CH:3]=[C:2]([CH2:28][CH2:27][CH2:26][OH:29])[CH:7]=[N:6][CH:5]=4)=[CH:9][N:10]=3)[CH:19]=2)[CH2:25][CH2:24][O:23][CH2:22][CH2:21]1, predict the reactants needed to synthesize it. The reactants are: Br[C:2]1[CH:3]=[C:4]([C:8]2[S:12][C:11]([NH:13][C:14]3[CH:19]=[C:18]([N:20]4[CH2:25][CH2:24][O:23][CH2:22][CH2:21]4)[CH:17]=[CH:16][N:15]=3)=[N:10][CH:9]=2)[CH:5]=[N:6][CH:7]=1.[CH2:26]([OH:29])[C:27]#[CH:28].